Dataset: Full USPTO retrosynthesis dataset with 1.9M reactions from patents (1976-2016). Task: Predict the reactants needed to synthesize the given product. (1) Given the product [CH3:47][O:46][C:44]([C:41]1([C:38]2[CH:39]=[CH:40][C:35]([C:22]3[CH:23]=[CH:24][C:19]([N:13]4[C:12]([NH:11][C:10]([O:9][C@@H:7]([C:1]5[CH:6]=[CH:5][CH:4]=[CH:3][CH:2]=5)[CH3:8])=[O:26])=[C:16]([CH2:17][CH3:18])[N:15]=[N:14]4)=[CH:20][CH:21]=3)=[CH:36][CH:37]=2)[CH2:43][CH2:42]1)=[O:45], predict the reactants needed to synthesize it. The reactants are: [C:1]1([C@H:7]([O:9][C:10](=[O:26])[NH:11][C:12]2[N:13]([C:19]3[CH:24]=[CH:23][C:22](Br)=[CH:21][CH:20]=3)[N:14]=[N:15][C:16]=2[CH2:17][CH3:18])[CH3:8])[CH:6]=[CH:5][CH:4]=[CH:3][CH:2]=1.CC1(C)C(C)(C)OB([C:35]2[CH:40]=[CH:39][C:38]([C:41]3([C:44]([O:46][CH3:47])=[O:45])[CH2:43][CH2:42]3)=[CH:37][CH:36]=2)O1.C1(P(C2CCCCC2)C2C=CC=CC=2C2C(OC)=CC=CC=2OC)CCCCC1.[O-]P([O-])([O-])=O.[K+].[K+].[K+]. (2) Given the product [Cl:22][C:5]1[C:6]([NH:8][C:9]2[CH:14]=[CH:13][C:12]([O:15][CH3:16])=[CH:11][C:10]=2[NH:17][S:18]([CH3:21])(=[O:20])=[O:19])=[N:7][C:2]([NH:23][C:24]2[CH:33]=[CH:32][C:27]([O:28][CH2:29][CH2:30][OH:31])=[CH:26][C:25]=2[O:34][CH3:35])=[N:3][CH:4]=1, predict the reactants needed to synthesize it. The reactants are: Cl[C:2]1[N:7]=[C:6]([NH:8][C:9]2[CH:14]=[CH:13][C:12]([O:15][CH3:16])=[CH:11][C:10]=2[NH:17][S:18]([CH3:21])(=[O:20])=[O:19])[C:5]([Cl:22])=[CH:4][N:3]=1.[NH2:23][C:24]1[CH:33]=[CH:32][C:27]([O:28][CH2:29][CH2:30][OH:31])=[CH:26][C:25]=1[O:34][CH3:35].